This data is from Full USPTO retrosynthesis dataset with 1.9M reactions from patents (1976-2016). The task is: Predict the reactants needed to synthesize the given product. (1) Given the product [CH:15]1([S:18]([N:21]2[CH:25]=[C:24]([C:26]3[N:31]=[C:30]([NH:32][C:2]4[N:7]=[CH:6][C:5]5[C:8]([F:14])=[N:9][N:10]([CH:11]([CH3:13])[CH3:12])[C:4]=5[CH:3]=4)[CH:29]=[CH:28][N:27]=3)[CH:23]=[N:22]2)(=[O:19])=[O:20])[CH2:17][CH2:16]1, predict the reactants needed to synthesize it. The reactants are: Cl[C:2]1[N:7]=[CH:6][C:5]2[C:8]([F:14])=[N:9][N:10]([CH:11]([CH3:13])[CH3:12])[C:4]=2[CH:3]=1.[CH:15]1([S:18]([N:21]2[CH:25]=[C:24]([C:26]3[N:31]=[C:30]([NH2:32])[CH:29]=[CH:28][N:27]=3)[CH:23]=[N:22]2)(=[O:20])=[O:19])[CH2:17][CH2:16]1.C1(P(C2C=CC=CC=2)C2C3OC4C(=CC=CC=4P(C4C=CC=CC=4)C4C=CC=CC=4)C(C)(C)C=3C=CC=2)C=CC=CC=1.C(=O)([O-])[O-].[Cs+].[Cs+].O1CCOCC1. (2) Given the product [CH:1]([O:4][C:5]([N:7]1[CH2:8][CH2:9][CH:10]([CH:13]2[CH2:17][C:16]3[CH:18]=[C:19]([C:32]4[CH:37]=[CH:36][C:35]([S:38][CH3:39])=[CH:34][C:33]=4[CH3:40])[CH:20]=[CH:21][C:15]=3[O:14]2)[CH2:11][CH2:12]1)=[O:6])([CH3:2])[CH3:3], predict the reactants needed to synthesize it. The reactants are: [CH:1]([O:4][C:5]([N:7]1[CH2:12][CH2:11][CH:10]([CH:13]2[CH2:17][C:16]3[CH:18]=[C:19](B4OC(C)(C)C(C)(C)O4)[CH:20]=[CH:21][C:15]=3[O:14]2)[CH2:9][CH2:8]1)=[O:6])([CH3:3])[CH3:2].Br[C:32]1[CH:37]=[CH:36][C:35]([S:38][CH3:39])=[CH:34][C:33]=1[CH3:40].C([O-])([O-])=O.[Na+].[Na+]. (3) Given the product [CH3:1][C:2]1[CH:3]=[C:4]([CH:26]=[CH:27][CH:28]=1)[O:5][C:6]1[CH:7]=[C:8]([CH:23]=[CH:24][CH:25]=1)[CH2:9][O:10][C:11]1[CH:16]=[CH:15][C:14]([CH2:17][CH2:18][C:19]([OH:21])=[O:20])=[CH:13][CH:12]=1, predict the reactants needed to synthesize it. The reactants are: [CH3:1][C:2]1[CH:3]=[C:4]([CH:26]=[CH:27][CH:28]=1)[O:5][C:6]1[CH:7]=[C:8]([CH:23]=[CH:24][CH:25]=1)[CH2:9][O:10][C:11]1[CH:16]=[CH:15][C:14]([CH2:17][CH2:18][C:19]([O:21]C)=[O:20])=[CH:13][CH:12]=1.[OH-].[Na+].O.Cl. (4) Given the product [O:1]1[CH2:6][CH2:5][N:4]([C:7]2[CH:16]=[C:15]3[C:10]([N:11]=[CH:12][CH:13]=[N:14]3)=[C:9]([NH:17][CH:18]3[CH2:23][CH2:22][CH:21]([NH2:24])[CH2:20][CH2:19]3)[CH:8]=2)[CH2:3][CH2:2]1.[F:32][C:33]([F:38])([F:37])[C:34]([O-:36])=[O:35], predict the reactants needed to synthesize it. The reactants are: [O:1]1[CH2:6][CH2:5][N:4]([C:7]2[CH:16]=[C:15]3[C:10]([N:11]=[CH:12][CH:13]=[N:14]3)=[C:9]([NH:17][CH:18]3[CH2:23][CH2:22][CH:21]([NH:24]C(=O)OC(C)(C)C)[CH2:20][CH2:19]3)[CH:8]=2)[CH2:3][CH2:2]1.[F:32][C:33]([F:38])([F:37])[C:34]([OH:36])=[O:35].C(=O)(O)[O-].[Na+].